Dataset: Reaction yield outcomes from USPTO patents with 853,638 reactions. Task: Predict the reaction yield, written as a fraction of the theoretical maximum amount of product (1.0 means a 100% yield; for example, 0.34 means a 34% yield). (1) The reactants are Br[C:2]1[CH:3]=[C:4]([CH:9]=[CH:10][C:11]=1[O:12][CH3:13])[C:5]([O:7][CH3:8])=[O:6].[CH2:14]([O:16][CH2:17][CH2:18][O:19][C:20]1[CH:25]=[C:24]([CH3:26])[C:23](B(O)O)=[C:22]([CH3:30])[CH:21]=1)[CH3:15].C1(P(C2CCCCC2)C2C=CC=CC=2C2C=CC=CC=2)CCCCC1.P([O-])([O-])([O-])=O.[K+].[K+].[K+]. The catalyst is C1C=CC(/C=C/C(/C=C/C2C=CC=CC=2)=O)=CC=1.C1C=CC(/C=C/C(/C=C/C2C=CC=CC=2)=O)=CC=1.C1C=CC(/C=C/C(/C=C/C2C=CC=CC=2)=O)=CC=1.[Pd].[Pd].C1(C)C=CC=CC=1. The product is [CH2:14]([O:16][CH2:17][CH2:18][O:19][C:20]1[CH:21]=[C:22]([CH3:30])[C:23]([C:2]2[C:11]([O:12][CH3:13])=[CH:10][CH:9]=[C:4]([C:5]([O:7][CH3:8])=[O:6])[CH:3]=2)=[C:24]([CH3:26])[CH:25]=1)[CH3:15]. The yield is 0.540. (2) The reactants are [Cl:1][C:2]1[C:7]([C:8](Cl)=[O:9])=[C:6]([Cl:11])[N:5]=[C:4]([CH3:12])[N:3]=1.[Br:13][C:14]1[CH:30]=[CH:29][C:17]([NH:18][CH2:19][CH2:20][O:21][Si:22]([C:25]([CH3:28])([CH3:27])[CH3:26])([CH3:24])[CH3:23])=[CH:16][CH:15]=1.C(N(CC)CC)C. The catalyst is C1COCC1. The product is [Br:13][C:14]1[CH:30]=[CH:29][C:17]([N:18]([CH2:19][CH2:20][O:21][Si:22]([C:25]([CH3:28])([CH3:27])[CH3:26])([CH3:23])[CH3:24])[C:8]([C:7]2[C:6]([Cl:11])=[N:5][C:4]([CH3:12])=[N:3][C:2]=2[Cl:1])=[O:9])=[CH:16][CH:15]=1. The yield is 0.354. (3) The reactants are [NH:1]1[CH2:6][CH2:5][CH2:4][C@@H:3]([NH:7][C:8]([C:10]2[C:18]3[C:13](=[N:14][CH:15]=[C:16]([C:19]4[C:27]5[C:22](=[CH:23][C:24]([Cl:28])=[CH:25][CH:26]=5)[N:21]([CH3:29])[N:20]=4)[N:17]=3)[N:12]([CH2:30][O:31][CH2:32][CH2:33][Si:34]([CH3:37])([CH3:36])[CH3:35])[CH:11]=2)=[O:9])[CH2:2]1.C(N(CC)CC)C.[CH3:45][S:46](Cl)(=[O:48])=[O:47]. The catalyst is ClCCl. The product is [CH3:45][S:46]([N:1]1[CH2:6][CH2:5][CH2:4][C@@H:3]([NH:7][C:8]([C:10]2[C:18]3[C:13](=[N:14][CH:15]=[C:16]([C:19]4[C:27]5[C:22](=[CH:23][C:24]([Cl:28])=[CH:25][CH:26]=5)[N:21]([CH3:29])[N:20]=4)[N:17]=3)[N:12]([CH2:30][O:31][CH2:32][CH2:33][Si:34]([CH3:37])([CH3:36])[CH3:35])[CH:11]=2)=[O:9])[CH2:2]1)(=[O:48])=[O:47]. The yield is 0.890. (4) The reactants are [CH3:1][C:2]([CH3:19])([CH3:18])[C:3](=O)[CH2:4][NH:5][C:6](=O)[C:7]1[CH:12]=[CH:11][CH:10]=[CH:9][C:8]=1[N+:13]([O-:15])=[O:14].COC1C=CC(P2(SP(C3C=CC(OC)=CC=3)(=S)S2)=[S:29])=CC=1. The catalyst is C1COCC1. The product is [C:2]([C:3]1[S:29][C:6]([C:7]2[CH:12]=[CH:11][CH:10]=[CH:9][C:8]=2[N+:13]([O-:15])=[O:14])=[N:5][CH:4]=1)([CH3:19])([CH3:18])[CH3:1]. The yield is 0.940. (5) The product is [CH3:29][O:28][N:27]([CH3:26])[C:19]([C:13]1[C:12]([NH:11][S:8]([C:5]2[CH:6]=[CH:7][C:2]([Cl:1])=[C:3]([C:22]([F:25])([F:23])[F:24])[CH:4]=2)(=[O:10])=[O:9])=[CH:17][C:16]([CH3:18])=[CH:15][N:14]=1)=[O:21]. The reactants are [Cl:1][C:2]1[CH:7]=[CH:6][C:5]([S:8]([NH:11][C:12]2[C:13]([C:19]([OH:21])=O)=[N:14][CH:15]=[C:16]([CH3:18])[CH:17]=2)(=[O:10])=[O:9])=[CH:4][C:3]=1[C:22]([F:25])([F:24])[F:23].[CH3:26][NH:27][O:28][CH3:29].Cl. The yield is 0.840. The catalyst is C1COCC1. (6) The reactants are [CH3:1][C:2]1[N:3]([S:13]([C:16]2[CH:22]=[CH:21][C:19]([CH3:20])=[CH:18][CH:17]=2)(=[O:15])=[O:14])[C:4]2[C:9]([C:10]=1[CH:11]=[O:12])=[CH:8][CH:7]=[CH:6][CH:5]=2.[BH4-].[Na+]. The catalyst is CO. The product is [CH3:1][C:2]1[N:3]([S:13]([C:16]2[CH:17]=[CH:18][C:19]([CH3:20])=[CH:21][CH:22]=2)(=[O:14])=[O:15])[C:4]2[C:9]([C:10]=1[CH2:11][OH:12])=[CH:8][CH:7]=[CH:6][CH:5]=2. The yield is 0.830.